Predict the product of the given reaction. From a dataset of Forward reaction prediction with 1.9M reactions from USPTO patents (1976-2016). (1) Given the reactants [NH2:1][CH2:2][CH2:3][CH2:4][CH2:5][N:6]1[CH2:11][CH2:10][CH:9]([C:12]2[CH:13]=[C:14]([NH:18][C:19](=[O:23])[CH:20]([CH3:22])[CH3:21])[CH:15]=[CH:16][CH:17]=2)[CH2:8][CH2:7]1.[CH3:24][O:25][C:26]1[CH:27]=[C:28]([CH:32]=[CH:33][C:34]=1[O:35][CH3:36])[C:29](Cl)=[O:30], predict the reaction product. The product is: [C:19]([NH:18][C:14]1[CH:13]=[C:12]([CH:9]2[CH2:8][CH2:7][N:6]([CH2:5][CH2:4][CH2:3][CH2:2][NH:1][C:29](=[O:30])[C:28]3[CH:32]=[CH:33][C:34]([O:35][CH3:36])=[C:26]([O:25][CH3:24])[CH:27]=3)[CH2:11][CH2:10]2)[CH:17]=[CH:16][CH:15]=1)(=[O:23])[CH:20]([CH3:21])[CH3:22]. (2) The product is: [C:36]([C:34]1[N:35]=[C:31]([NH:30][C:14]([N:12]2[C:11]3[CH2:26][CH2:27][O:28][CH2:29][C:10]=3[C:9]([C:4]3[CH:5]=[CH:6][C:7]([F:8])=[C:2]([F:1])[CH:3]=3)=[N:13]2)=[O:15])[S:32][CH:33]=1)([CH3:39])([CH3:38])[CH3:37]. Given the reactants [F:1][C:2]1[CH:3]=[C:4]([C:9]2[C:10]3[CH2:29][O:28][CH2:27][CH2:26][C:11]=3[N:12]([C:14](N[C@@H](C(C)(C)C)C(NC)=O)=[O:15])[N:13]=2)[CH:5]=[CH:6][C:7]=1[F:8].[NH2:30][C:31]1[S:32][CH:33]=[C:34]([C:36]([CH3:39])([CH3:38])[CH3:37])[N:35]=1, predict the reaction product. (3) Given the reactants [NH:1]1[CH2:4][CH:3]([O:5][C:6]2[CH:7]=[C:8]3[C:13](=[CH:14][C:15]=2[O:16][CH2:17][CH2:18][O:19][CH3:20])[N:12]=[CH:11][N:10]=[C:9]3[NH:21][C:22]2[CH:27]=[CH:26][C:25]([F:28])=[C:24]([Cl:29])[C:23]=2[F:30])[CH2:2]1.N1CC([O:35][C:36]2C=C3C(=[CH:44][C:45]=2O)N=CN=C3NC2C=CC(F)=C(Cl)C=2F)C1, predict the reaction product. The product is: [Cl:29][C:24]1[C:23]([F:30])=[C:22]([NH:21][C:9]2[C:8]3[C:13](=[CH:14][C:15]([O:16][CH2:17][CH2:18][O:19][CH3:20])=[C:6]([O:5][CH:3]4[CH2:2][N:1]([C:36](=[O:35])[CH:45]=[CH2:44])[CH2:4]4)[CH:7]=3)[N:12]=[CH:11][N:10]=2)[CH:27]=[CH:26][C:25]=1[F:28]. (4) Given the reactants C([O:3][CH2:4][CH2:5][O:6][NH:7][C:8]([C:10]1[C:25]([NH:26][C:27]2[CH:32]=[CH:31][C:30]([Br:33])=[CH:29][C:28]=2[Cl:34])=[C:24]([F:35])[C:13]2[N:14]=[CH:15][N:16]([CH2:17][CH:18]3[CH2:23][CH2:22][CH2:21][CH2:20][O:19]3)[C:12]=2[CH:11]=1)=[O:9])=C.BrC1C=CC(NC2C(C(O)=O)=CC3N(CC4CCCCO4)C=NC=3C=2F)=C(Cl)C=1.C1C=CC2N(O)N=NC=2C=1.C(N(CC)CC)C.C(OCCON)=C.CCN=C=NCCCN(C)C, predict the reaction product. The product is: [OH:3][CH2:4][CH2:5][O:6][NH:7][C:8]([C:10]1[C:25]([NH:26][C:27]2[CH:32]=[CH:31][C:30]([Br:33])=[CH:29][C:28]=2[Cl:34])=[C:24]([F:35])[C:13]2[N:14]=[CH:15][N:16]([CH2:17][CH:18]3[CH2:23][CH2:22][CH2:21][CH2:20][O:19]3)[C:12]=2[CH:11]=1)=[O:9]. (5) Given the reactants [CH:1]1([C:4]2[NH:8][C:7]3[C:9]([OH:16])=[CH:10][CH:11]=[C:12]([C:13]([OH:15])=O)[C:6]=3[N:5]=2)[CH2:3][CH2:2]1.[CH3:17][N:18]([CH3:22])[CH2:19][CH2:20][NH2:21], predict the reaction product. The product is: [CH:1]1([C:4]2[NH:5][C:6]3[C:12]([C:13]([NH:21][CH2:20][CH2:19][N:18]([CH3:22])[CH3:17])=[O:15])=[CH:11][CH:10]=[C:9]([OH:16])[C:7]=3[N:8]=2)[CH2:2][CH2:3]1. (6) Given the reactants [C:1]([O:5][C:6](=[O:21])[CH2:7][N:8]1[C:16]2[C:11](=[CH:12][C:13](Br)=[CH:14][CH:15]=2)[C:10]([C:18](=[O:20])[NH2:19])=[N:9]1)([CH3:4])([CH3:3])[CH3:2].[O:22]1[CH2:27][CH2:26][N:25]([C:28]2[CH:33]=[CH:32][C:31](B(O)O)=[CH:30][CH:29]=2)[CH2:24][CH2:23]1.C(=O)([O-])[O-].[Cs+].[Cs+].CN(C=O)C, predict the reaction product. The product is: [C:18]([C:10]1[C:11]2[C:16](=[CH:15][CH:14]=[C:13]([C:31]3[CH:30]=[CH:29][C:28]([N:25]4[CH2:24][CH2:23][O:22][CH2:27][CH2:26]4)=[CH:33][CH:32]=3)[CH:12]=2)[N:8]([CH2:7][C:6]([O:5][C:1]([CH3:4])([CH3:3])[CH3:2])=[O:21])[N:9]=1)(=[O:20])[NH2:19]. (7) Given the reactants [C:1]([C:5]1[CH:6]=[C:7]2[C:12](=[C:13]([F:15])[CH:14]=1)[C:11](=[O:16])[N:10]([CH2:17][C:18]1[CH:23]=[CH:22][C:21]([C:24]3[CH:29]=[CH:28][N:27]=[C:26]([O:30][CH3:31])[CH:25]=3)=[C:20]([CH2:32][O:33]COC)[CH:19]=1)[N:9]=[CH:8]2)([CH3:4])([CH3:3])[CH3:2].Cl, predict the reaction product. The product is: [C:1]([C:5]1[CH:6]=[C:7]2[C:12](=[C:13]([F:15])[CH:14]=1)[C:11](=[O:16])[N:10]([CH2:17][C:18]1[CH:23]=[CH:22][C:21]([C:24]3[CH:29]=[CH:28][N:27]=[C:26]([O:30][CH3:31])[CH:25]=3)=[C:20]([CH2:32][OH:33])[CH:19]=1)[N:9]=[CH:8]2)([CH3:4])([CH3:2])[CH3:3].